From a dataset of NCI-60 drug combinations with 297,098 pairs across 59 cell lines. Regression. Given two drug SMILES strings and cell line genomic features, predict the synergy score measuring deviation from expected non-interaction effect. Drug 1: CN1C(=O)N2C=NC(=C2N=N1)C(=O)N. Drug 2: CC1C(C(CC(O1)OC2CC(CC3=C2C(=C4C(=C3O)C(=O)C5=C(C4=O)C(=CC=C5)OC)O)(C(=O)CO)O)N)O.Cl. Cell line: 786-0. Synergy scores: CSS=28.6, Synergy_ZIP=-3.32, Synergy_Bliss=-0.466, Synergy_Loewe=-20.5, Synergy_HSA=-0.827.